This data is from Full USPTO retrosynthesis dataset with 1.9M reactions from patents (1976-2016). The task is: Predict the reactants needed to synthesize the given product. (1) Given the product [CH3:25][O:24][C:22]([C:21]1[CH:20]=[C:19]([CH2:18][O:11][CH2:10][C@@H:9]([C:12]([OH:14])=[O:13])[NH:8][C:6]([O:5][C:1]([CH3:4])([CH3:2])[CH3:3])=[O:7])[CH:28]=[CH:27][CH:26]=1)=[O:23], predict the reactants needed to synthesize it. The reactants are: [C:1]([O:5][C:6]([NH:8][C@H:9]([C:12]([OH:14])=[O:13])[CH2:10][OH:11])=[O:7])([CH3:4])([CH3:3])[CH3:2].[H-].[Na+].Br[CH2:18][C:19]1[CH:20]=[C:21]([CH:26]=[CH:27][CH:28]=1)[C:22]([O:24][CH3:25])=[O:23].CO.C(Cl)Cl. (2) Given the product [Br:1][C:2]1[CH:3]=[C:4]([N:13]([CH2:20][CH3:21])[CH:14]2[CH2:19][CH2:18][S:17][CH2:16][CH2:15]2)[C:5]([CH3:12])=[C:6]([CH:11]=1)[C:7]([O:9][CH3:10])=[O:8], predict the reactants needed to synthesize it. The reactants are: [Br:1][C:2]1[CH:3]=[C:4]([NH:13][CH:14]2[CH2:19][CH2:18][S:17][CH2:16][CH2:15]2)[C:5]([CH3:12])=[C:6]([CH:11]=1)[C:7]([O:9][CH3:10])=[O:8].[CH:20](=O)[CH3:21].C(O)(=O)C.C(O[BH-](OC(=O)C)OC(=O)C)(=O)C.[Na+].C([O-])(O)=O.[Na+]. (3) Given the product [N:20]1([C:24](=[O:35])[CH2:25][C:26]2[CH:33]=[CH:32][C:31]([O:19][CH2:18][CH2:17][C@@H:15]3[CH2:16][C@@H:14]3[CH:11]3[CH2:12][CH2:13][N:8]([C:5]4[N:6]=[CH:7][C:2]([Cl:1])=[CH:3][N:4]=4)[CH2:9][CH2:10]3)=[CH:30][C:27]=2[C:28]#[N:29])[CH2:21][CH2:22][CH2:23]1, predict the reactants needed to synthesize it. The reactants are: [Cl:1][C:2]1[CH:3]=[N:4][C:5]([N:8]2[CH2:13][CH2:12][CH:11]([C@H:14]3[CH2:16][C@H:15]3[CH2:17][CH2:18][OH:19])[CH2:10][CH2:9]2)=[N:6][CH:7]=1.[N:20]1([C:24](=[O:35])[CH2:25][C:26]2[CH:33]=[CH:32][C:31](O)=[CH:30][C:27]=2[C:28]#[N:29])[CH2:23][CH2:22][CH2:21]1.C1(P(C2C=CC=CC=2)C2C=CC=CC=2)C=CC=CC=1.CC(OC(/N=N/C(OC(C)C)=O)=O)C. (4) The reactants are: O1[C:5]2([CH2:10][CH2:9][N:8]([C:11]3[C:20]([F:21])=[C:19]4[C:14]([CH:15]=[CH:16][CH:17]=[N:18]4)=[CH:13][CH:12]=3)[CH2:7][CH2:6]2)[O:4]CC1.Cl.[OH-].[Na+]. Given the product [F:21][C:20]1[C:11]([N:8]2[CH2:7][CH2:6][C:5](=[O:4])[CH2:10][CH2:9]2)=[CH:12][CH:13]=[C:14]2[C:19]=1[N:18]=[CH:17][CH:16]=[CH:15]2, predict the reactants needed to synthesize it.